This data is from Experimentally validated miRNA-target interactions with 360,000+ pairs, plus equal number of negative samples. The task is: Binary Classification. Given a miRNA mature sequence and a target amino acid sequence, predict their likelihood of interaction. (1) The miRNA is hsa-miR-150-5p with sequence UCUCCCAACCCUUGUACCAGUG. The protein sequence of the target gene is MILLAFSSGRRLDFVHRSGVFFLQTLLWILCATVCGTEQYFNVEVWLQKYGYLPPTDPRMSVLRSAETMQSALAAMQQFYGINMTGKVDRNTIDWMKKPRCGVPDQTRGSSKFNIRRKRYALTGQKWQHKHITYSIKNVTPKVGDPETRRAIRRAFDVWQNVTPLTFEEVPYSELENGKRDVDITIIFASGFHGDSSPFDGEGGFLAHAYFPGPGIGGDTHFDSDEPWTLGNPNHDGNDLFLVAVHELGHALGLEHSNDPTAIMAPFYQYMETDNFKLPNDDLQGIQKIYGPPDKIPPPT.... Result: 0 (no interaction). (2) The miRNA is mmu-miR-129b-5p with sequence GCUUUUUGGGGUAAGGGCUUCC. The protein sequence of the target gene is MGQTAGDLGWRLSLLLLPLLLVQAGVWGFPRPPGRPQLSLQELRREFTVSLHLARKLLSEVRGQAHRFAESHLPGVNLYLLPLGEQLPDVSLTFQAWRRLSDPERLCFISTTLQPFHALLGGLGTQGRWTNMERMQLWAMRLDLRDLQRHLRFQVLAAGFNLPEEEEEEEEEEEEERKGLLPGALGSALQGPAQVSWPQLLSTYRLLHSLELVLSRAVRELLLLSKAGHSVWPLGFPTLSPQP. Result: 0 (no interaction). (3) The miRNA is mmu-miR-340-3p with sequence UCCGUCUCAGUUACUUUAUAGC. Result: 0 (no interaction). The protein sequence of the target gene is MWDLNDAPHQTQREEESEEFCYSSPSKRVGSFSNSSSSAVVIEDGSDDDELNRVRPNNPLVTHQFFPEMDSNGGGVASGFPRAHWFGVKFCQSDLATGSSAGKATNVAAAVVEPAQPLKKSRRGPRSRSSQYRGVTFYRRTGRWESHIWDCGKQVYLGGFDTAHAAARAYDRAAIKFRGVEADINFNIDDYDDDLKQMTNLTKEEFVHVLRRQSTGFPRGSSKYRGVTLHKCGRWEARMGQFLGKKYVYLGLFDTEVEAARAYDKAAIKCNGKDAVTNFDPSIYDEELNAESSGNPTTPQ.... (4) The miRNA is hsa-miR-365a-5p with sequence AGGGACUUUUGGGGGCAGAUGUG. The protein sequence of the target gene is MAVFHDEVEIEDFQYDEDSETYFYPCPCGDNFAITKEDLENGEDVATCPSCSLIIKVIYDKDQFMCGETVPAPSTNKELVKC. Result: 0 (no interaction). (5) The miRNA is hsa-miR-548ae-3p with sequence CAAAAACUGCAAUUACUUUCA. The protein sequence of the target gene is MMLSRAKPAVGRGVQHTDKRKKKGRKIPKLEELLSKRDFTGAITLLEFKRHVGEEEEDTNLWIGYCAFHLGDYKRALEEYENATKEENCNSEVWVNLACTYFFLGMYKQAEAAGFKASKSRLQNRLLFHLAHKFNDEKKLMSFHQNLQDVTEDQLSLASIHYMRSHYQEAIDIYKRILLDNREYLALNVYVALCYYKLDYYDVSQEVLAVYLQQIPDSTIALNLKACNHFRLYNGRAAEAELKSLMDNASSSFEFAKELIRHNLVVFRGGEGALQVLPPLVDVIPEARLNLVIYYLRQDD.... Result: 1 (interaction). (6) The miRNA is mmu-miR-669i with sequence UGCAUAUACACACAUGCAUAC. The protein sequence of the target gene is MSATGPISNYYVDSLISHDNEDLLASRFPATGAHPAAARPSGLVPDCSDFPSCSFAPKPAVFSTSWAPVPSQSSVVYHPYGPQPHLGADTRYMRTWLEPLSGAVSFPSFPAGGRHYALKPDAYPGRRADCGPGEGRSYPDYMYGSPGELRDRAPQTLPSPEADALAGSKHKEEKADLDPSNPVANWIHARSTRKKRCPYTKYQTLELEKEFLFNMYLTRDRRYEVARVLNLTERQVKIWFQNRRMKMKKMNKEKTDKEQS. Result: 0 (no interaction). (7) The miRNA is hsa-miR-6893-5p with sequence CAGGCAGGUGUAGGGUGGAGC. The protein sequence of the target gene is MAGLKRRVPLHSLRYFISMVGLFSKPGLLPWYARNPPGWSQLFLGTVCKGDFTRVIATKCQKGQKSQKKPSHLGPLDGSWQERLADVVTPLWRLSYEEQLKVKFAAQKKILQRLESYIQMLNGVSVTTAVPKSERLSCLLHPIIPSPVINGYRNKSTFSVNRGPDGNPKTVGFYLGTWRDGNVVCVQSNHLKNIPEKHSQVAQYYEVFLRQSPLEPCLVFHEGGYWRELTVRTNSQGHTMAIITFHPQKLSQEELHVQKEIVKEFFIRGPGAACGLTSLYFQESTMTRCSHQQSPYQLLF.... Result: 1 (interaction).